From a dataset of Forward reaction prediction with 1.9M reactions from USPTO patents (1976-2016). Predict the product of the given reaction. (1) Given the reactants [CH3:1][N:2]([CH3:19])[C:3]([C:5]1[CH:10]=[CH:9][C:8]([NH:11]C(=O)OC(C)(C)C)=[CH:7][CH:6]=1)=[O:4].C([O-])(O)=O.[Na+], predict the reaction product. The product is: [NH2:11][C:8]1[CH:9]=[CH:10][C:5]([C:3]([N:2]([CH3:19])[CH3:1])=[O:4])=[CH:6][CH:7]=1. (2) Given the reactants [CH3:1][S-:2].[Na+].Br[CH2:5][C@H:6]([CH3:19])[CH2:7][O:8][Si:9]([CH:16]([CH3:18])[CH3:17])([CH:13]([CH3:15])[CH3:14])[CH:10]([CH3:12])[CH3:11], predict the reaction product. The product is: [CH:10]([Si:9]([CH:16]([CH3:18])[CH3:17])([CH:13]([CH3:15])[CH3:14])[O:8][CH2:7][C@@H:6]([CH3:19])[CH2:5][S:2][CH3:1])([CH3:12])[CH3:11]. (3) Given the reactants [NH2:1][C:2]1[CH:3]=[C:4]([NH:9][C:10](=[O:18])[C:11]2[CH:16]=[CH:15][C:14]([Cl:17])=[N:13][CH:12]=2)[CH:5]=[CH:6][C:7]=1[Cl:8].[F:19][C:20]1[CH:21]=[C:22]([CH:26]=[CH:27][CH:28]=1)[C:23](O)=[O:24], predict the reaction product. The product is: [Cl:17][C:14]1[CH:15]=[CH:16][C:11]([C:10]([NH:9][C:4]2[CH:5]=[CH:6][C:7]([Cl:8])=[C:2]([NH:1][C:23](=[O:24])[C:22]3[CH:26]=[CH:27][CH:28]=[C:20]([F:19])[CH:21]=3)[CH:3]=2)=[O:18])=[CH:12][N:13]=1. (4) Given the reactants [Br:1][C:2]1[N:7]2[N:8]=[C:9](N)[N:10]=[C:6]2[CH:5]=[CH:4][CH:3]=1.[N+]([O-])([O-])=O.[Na+].[BrH:17], predict the reaction product. The product is: [Br:17][C:9]1[N:10]=[C:6]2[CH:5]=[CH:4][CH:3]=[C:2]([Br:1])[N:7]2[N:8]=1. (5) Given the reactants [CH2:1]([O:3][C:4]([CH:6]1[CH2:11][CH2:10][N:9]([C:12]([O:14][C:15]([CH3:18])([CH3:17])[CH3:16])=[O:13])[CH2:8][CH2:7]1)=[O:5])[CH3:2].C([N-]C(C)C)(C)C.[Li+].O1CCCC1.[CH2:32]([O:39][C:40]([N:42]1[CH2:51][CH2:50][C:49]2[C:44](=[CH:45][C:46]([O:52][CH2:53]Cl)=[CH:47][CH:48]=2)[CH2:43]1)=[O:41])[C:33]1[CH:38]=[CH:37][CH:36]=[CH:35][CH:34]=1.[Cl-].[NH4+], predict the reaction product. The product is: [CH2:32]([O:39][C:40]([N:42]1[CH2:51][CH2:50][C:49]2[C:44](=[CH:45][C:46]([O:52][CH2:53][C:6]3([C:4]([O:3][CH2:1][CH3:2])=[O:5])[CH2:11][CH2:10][N:9]([C:12]([O:14][C:15]([CH3:17])([CH3:16])[CH3:18])=[O:13])[CH2:8][CH2:7]3)=[CH:47][CH:48]=2)[CH2:43]1)=[O:41])[C:33]1[CH:38]=[CH:37][CH:36]=[CH:35][CH:34]=1. (6) Given the reactants [Cl:1][C:2]1[CH:25]=[CH:24][C:5]([CH2:6][NH:7][C:8]2[CH:13]=[C:12]([O:14][CH2:15][C:16]3[C:21]([F:22])=[CH:20][CH:19]=[CH:18][N:17]=3)[CH:11]=[CH:10][C:9]=2[CH3:23])=[C:4]([N+:26]([O-:28])=[O:27])[CH:3]=1.C(O)C.[I:32]I, predict the reaction product. The product is: [Cl:1][C:2]1[CH:25]=[CH:24][C:5]([CH2:6][NH:7][C:8]2[CH:13]=[C:12]([O:14][CH2:15][C:16]3[C:21]([F:22])=[CH:20][CH:19]=[CH:18][N:17]=3)[C:11]([I:32])=[CH:10][C:9]=2[CH3:23])=[C:4]([N+:26]([O-:28])=[O:27])[CH:3]=1.